The task is: Predict the product of the given reaction.. This data is from Forward reaction prediction with 1.9M reactions from USPTO patents (1976-2016). (1) Given the reactants [OH-].[Na+].CC(OC(OC(OC(C)(C)C)=O)=O)(C)C.[C:18]([O:22][C:23](=[O:32])[NH:24][C:25]1[CH:30]=[CH:29][CH:28]=[C:27]([OH:31])[CH:26]=1)([CH3:21])([CH3:20])[CH3:19].[C:33]1(P([C:33]2[CH:38]=CC=[CH:35][CH:34]=2)[C:33]2[CH:38]=CC=[CH:35][CH:34]=2)[CH:38]=CC=[CH:35][CH:34]=1.CCOC(/N=N/C(OCC)=O)=O, predict the reaction product. The product is: [C:18]([O:22][C:23](=[O:32])[NH:24][C:25]1[CH:30]=[CH:29][CH:28]=[C:27]([O:31][CH2:38][CH2:33][CH2:34][CH3:35])[CH:26]=1)([CH3:21])([CH3:19])[CH3:20]. (2) The product is: [Cl:1][C:2]1[CH:7]=[C:6]([F:8])[C:5]([N+:9]([O-:11])=[O:10])=[CH:4][C:3]=1[NH:12][CH2:14][C:15]1[C:16]([NH:25][CH3:26])=[CH:17][C:18]([N:21]([O:23][CH3:24])[CH3:22])=[N:19][CH:20]=1. Given the reactants [Cl:1][C:2]1[CH:7]=[C:6]([F:8])[C:5]([N+:9]([O-:11])=[O:10])=[CH:4][C:3]=1[NH2:12].Cl[CH2:14][C:15]1[C:16]([NH:25][CH3:26])=[CH:17][C:18]([N:21]([O:23][CH3:24])[CH3:22])=[N:19][CH:20]=1, predict the reaction product. (3) Given the reactants Br[C:2]1[N:6]=[CH:5][N:4]([C:7]2[CH:12]=[CH:11][C:10]([O:13][C:14]([F:20])([F:19])[C:15]([F:18])([F:17])[F:16])=[CH:9][CH:8]=2)[N:3]=1.CC1(C)C(C)(C)OB([C:29]2[CH:30]=[C:31]3[C:35](=[CH:36][CH:37]=2)[CH2:34][CH:33]([NH:38][C:39](=[O:45])[O:40][C:41]([CH3:44])([CH3:43])[CH3:42])[CH2:32]3)O1.C(=O)(O)[O-].[Na+].O1CCOCC1, predict the reaction product. The product is: [F:19][C:14]([F:20])([O:13][C:10]1[CH:11]=[CH:12][C:7]([N:4]2[CH:5]=[N:6][C:2]([C:37]3[CH:36]=[C:35]4[C:31](=[CH:30][CH:29]=3)[CH2:32][CH:33]([NH:38][C:39](=[O:45])[O:40][C:41]([CH3:43])([CH3:42])[CH3:44])[CH2:34]4)=[N:3]2)=[CH:8][CH:9]=1)[C:15]([F:18])([F:17])[F:16]. (4) Given the reactants Cl.[NH2:2][OH:3].[F:4][C:5]([F:25])([F:24])[C:6]1[CH:7]=[CH:8][C:9]([O:12][C:13]2[CH:23]=[CH:22][C:16]([O:17][CH:18]([CH3:21])[CH:19]=O)=[CH:15][CH:14]=2)=[N:10][CH:11]=1.C(=O)([O-])[O-].[Na+].[Na+], predict the reaction product. The product is: [F:4][C:5]([F:25])([F:24])[C:6]1[CH:7]=[CH:8][C:9]([O:12][C:13]2[CH:23]=[CH:22][C:16]([O:17][CH:18]([CH3:21])/[CH:19]=[N:2]/[OH:3])=[CH:15][CH:14]=2)=[N:10][CH:11]=1. (5) Given the reactants [CH3:1][O:2][C:3]1[CH:4]=[C:5]2[C:10](=[CH:11][C:12]=1[O:13][CH3:14])[N:9]=[CH:8][CH:7]=[C:6]2[O:15][C:16]1[CH:22]=[CH:21][C:19]([NH2:20])=[CH:18][CH:17]=1.C(N(CC)CC)C.ClC(Cl)(O[C:34](=[O:40])OC(Cl)(Cl)Cl)Cl.[CH3:42][C:43]1[CH:48]=[CH:47][C:46]([C@H:49]([NH2:51])[CH3:50])=[CH:45][CH:44]=1, predict the reaction product. The product is: [CH3:1][O:2][C:3]1[CH:4]=[C:5]2[C:10](=[CH:11][C:12]=1[O:13][CH3:14])[N:9]=[CH:8][CH:7]=[C:6]2[O:15][C:16]1[CH:22]=[CH:21][C:19]([NH:20][C:34]([NH:51][C@@H:49]([C:46]2[CH:47]=[CH:48][C:43]([CH3:42])=[CH:44][CH:45]=2)[CH3:50])=[O:40])=[CH:18][CH:17]=1. (6) The product is: [Br:1][C:2]1[CH:3]=[CH:4][CH:5]=[C:6]2[C:10]=1[N:9]([CH3:11])[N:8]=[C:7]2[NH:12][S:23]([CH3:22])(=[O:25])=[O:24]. Given the reactants [Br:1][C:2]1[CH:3]=[CH:4][CH:5]=[C:6]2[C:10]=1[N:9]([CH3:11])[N:8]=[C:7]2[NH2:12].C(N(CC)C(C)C)(C)C.[CH3:22][S:23](Cl)(=[O:25])=[O:24], predict the reaction product. (7) The product is: [CH:6]1[C:7]2[CH2:13][CH2:12][C:11]3[CH:14]=[CH:15][CH:16]=[CH:17][C:10]=3[S:9][C:8]=2[C:3]([OH:2])=[CH:4][CH:5]=1. Given the reactants C[O:2][C:3]1[C:8]2[S:9][C:10]3[CH:17]=[CH:16][CH:15]=[CH:14][C:11]=3[CH2:12][CH2:13][C:7]=2[CH:6]=[CH:5][CH:4]=1.Cl.N1C=CC=CC=1, predict the reaction product. (8) Given the reactants [Cl:1][CH2:2][C:3]1[CH:8]=[CH:7][N:6]=[C:5]([NH2:9])[CH:4]=1.[CH3:10][N:11](C(OC)OC)C.N[OH:19].Cl, predict the reaction product. The product is: [Cl:1][CH2:2][C:3]1[CH:8]=[CH:7][N:6]=[C:5]([N:9]([OH:19])[CH:10]=[NH:11])[CH:4]=1. (9) The product is: [Cl:13][C:10]1[CH:9]=[C:8]([C:14]([O:16][CH3:17])=[O:15])[C:7]2[CH:6]=[N:5][N:4]([CH:1]3[CH2:29][CH2:25][CH2:26][CH2:2]3)[C:12]=2[CH:11]=1. Given the reactants [C:1]([N:4]1[C:12]2[CH:11]=[C:10]([Cl:13])[CH:9]=[C:8]([C:14]([O:16][CH3:17])=[O:15])[C:7]=2[CH:6]=[N:5]1)(=O)[CH3:2].C(=O)([O-])[O-].[Cs+].[Cs+].Br[CH:25]1[CH2:29]CC[CH2:26]1, predict the reaction product.